Dataset: Peptide-MHC class II binding affinity with 134,281 pairs from IEDB. Task: Regression. Given a peptide amino acid sequence and an MHC pseudo amino acid sequence, predict their binding affinity value. This is MHC class II binding data. (1) The peptide sequence is KLIEKINAGFKAALAAAAGV. The MHC is DRB1_0901 with pseudo-sequence DRB1_0901. The binding affinity (normalized) is 0.880. (2) The peptide sequence is TARRHLAEGKVDTGV. The MHC is DRB3_0202 with pseudo-sequence DRB3_0202. The binding affinity (normalized) is 0.